Dataset: Full USPTO retrosynthesis dataset with 1.9M reactions from patents (1976-2016). Task: Predict the reactants needed to synthesize the given product. (1) Given the product [Cl:1][C:2]1[CH:3]=[C:4]([CH:8]([C:12]2([OH:18])[CH2:17][CH2:16][CH2:15][CH2:14][CH2:13]2)[C:9]([NH:26][CH2:25][C:24]2[CH:23]=[CH:22][C:21]([C:20]([F:19])([F:29])[F:30])=[CH:28][CH:27]=2)=[O:11])[CH:5]=[CH:6][CH:7]=1, predict the reactants needed to synthesize it. The reactants are: [Cl:1][C:2]1[CH:3]=[C:4]([CH:8]([C:12]2([OH:18])[CH2:17][CH2:16][CH2:15][CH2:14][CH2:13]2)[C:9]([OH:11])=O)[CH:5]=[CH:6][CH:7]=1.[F:19][C:20]([F:30])([F:29])[C:21]1[CH:28]=[CH:27][C:24]([CH2:25][NH2:26])=[CH:23][CH:22]=1. (2) Given the product [C:2]([C:5]1[CH:6]=[C:7]([C:11]2[N:12]=[CH:13][N:14]([C:16]([N:18]([CH:19]3[CH2:24][CH2:23][N:22]([CH2:41][C:40]4[CH:43]=[CH:44][C:37]([O:36][CH3:35])=[CH:38][CH:39]=4)[CH2:21][CH2:20]3)[CH3:25])=[O:17])[CH:15]=2)[CH:8]=[CH:9][CH:10]=1)(=[O:4])[NH2:3], predict the reactants needed to synthesize it. The reactants are: Cl.[C:2]([C:5]1[CH:6]=[C:7]([C:11]2[N:12]=[CH:13][N:14]([C:16]([N:18]([CH3:25])[CH:19]3[CH2:24][CH2:23][NH:22][CH2:21][CH2:20]3)=[O:17])[CH:15]=2)[CH:8]=[CH:9][CH:10]=1)(=[O:4])[NH2:3].C(N(CC)C(C)C)(C)C.[CH3:35][O:36][C:37]1[CH:44]=[CH:43][C:40]([CH:41]=O)=[CH:39][CH:38]=1.[Na].C(O)(=O)C.